This data is from Reaction yield outcomes from USPTO patents with 853,638 reactions. The task is: Predict the reaction yield, written as a fraction of the theoretical maximum amount of product (1.0 means a 100% yield; for example, 0.34 means a 34% yield). (1) The reactants are [Cl:1][C:2]1[CH:7]=[CH:6][N:5]=[CH:4][C:3]=1[C:8]([OH:10])=[O:9].[CH2:11](O)[CH3:12].C(N(C(C)C)CC)(C)C. The catalyst is S(Cl)(Cl)=O. The product is [CH2:11]([O:9][C:8]([C:3]1[CH:4]=[N:5][CH:6]=[CH:7][C:2]=1[Cl:1])=[O:10])[CH3:12]. The yield is 0.770. (2) The reactants are C([N:8](CC1C=CC=CC=1)[C@@H:9]([CH2:14][C:15]1[CH:20]=[CH:19][C:18]([O:21][CH2:22][O:23][CH3:24])=[CH:17][CH:16]=1)[C:10]([CH3:13])([OH:12])[CH3:11])C1C=CC=CC=1. The catalyst is CO.[Pd]. The product is [NH2:8][C@@H:9]([CH2:14][C:15]1[CH:16]=[CH:17][C:18]([O:21][CH2:22][O:23][CH3:24])=[CH:19][CH:20]=1)[C:10]([CH3:11])([OH:12])[CH3:13]. The yield is 0.970. (3) The reactants are C1C2C(=CC=CC=2)C=CC=1.[B:20]1([B:20]2[O:24][C:23]([CH3:26])([CH3:25])[C:22]([CH3:28])([CH3:27])[O:21]2)[O:24][C:23]([CH3:26])([CH3:25])[C:22]([CH3:28])([CH3:27])[O:21]1.[CH3:29][C:30]1([CH3:56])[C:34]([CH3:36])([CH3:35])[O:33][B:32]([C:37]2[CH:46]=[CH:45][C:44]3[C:39](=[CH:40][CH:41]=[C:42](B4OC(C)(C)C(C)(C)O4)[CH:43]=3)[CH:38]=2)[O:31]1. The catalyst is C1CCCCC1. The product is [CH3:35][C:34]1([CH3:36])[C:30]([CH3:29])([CH3:56])[O:31][B:32]([C:37]2[CH:46]=[CH:45][C:44]3[C:39](=[CH:40][C:41]([B:20]4[O:21][C:22]([CH3:27])([CH3:28])[C:23]([CH3:25])([CH3:26])[O:24]4)=[CH:42][CH:43]=3)[CH:38]=2)[O:33]1. The yield is 0.950. (4) The reactants are [C:1]([O:4][C@H:5]1[CH2:22][CH2:21][C@@:20]2([CH3:23])[C:7](=[CH:8][CH2:9][C@@H:10]3[C@@H:19]2[CH2:18][CH2:17][C@@:15]2([CH3:16])[C@H:11]3[CH2:12][C:13]([CH:25]=[O:26])=[C:14]2Cl)[CH2:6]1)(=[O:3])[CH3:2].[NH:27]1[CH:31]=[CH:30][N:29]=[CH:28]1.C([O-])([O-])=O.[K+].[K+].CCCCCC.CCOC(C)=O. The catalyst is CN(C=O)C. The product is [C:1]([O:4][C@H:5]1[CH2:22][CH2:21][C@@:20]2([CH3:23])[C:7](=[CH:8][CH2:9][C@@H:10]3[C@@H:19]2[CH2:18][CH2:17][C@@:15]2([CH3:16])[C@H:11]3[CH2:12][C:13]([CH:25]=[O:26])=[C:14]2[N:27]2[CH:31]=[CH:30][N:29]=[CH:28]2)[CH2:6]1)(=[O:3])[CH3:2]. The yield is 0.920. (5) The reactants are [Cl:1][C:2]1[CH:3]=[C:4]([C:9]2[O:10][C:11]([CH2:14][CH3:15])=[CH:12][N:13]=2)[CH:5]=[N:6][C:7]=1Cl.[NH:16]1[CH2:19][CH:18]([C:20]([OH:22])=[O:21])[CH2:17]1.CCN(C(C)C)C(C)C. The catalyst is CN(C=O)C. The product is [Cl:1][C:2]1[C:7]([N:16]2[CH2:19][CH:18]([C:20]([OH:22])=[O:21])[CH2:17]2)=[N:6][CH:5]=[C:4]([C:9]2[O:10][C:11]([CH2:14][CH3:15])=[CH:12][N:13]=2)[CH:3]=1. The yield is 1.00. (6) The reactants are [F:1][C:2]([F:26])([F:25])[C:3]1[CH:4]=[C:5]([CH:22]=[CH:23][CH:24]=1)[C:6]([NH:8][C:9]1[S:10][C:11]2[C:17]([C:18]([F:21])([F:20])[F:19])=[CH:16][CH:15]=[CH:14][C:12]=2[N:13]=1)=[O:7].C(=O)([O-])[O-].[K+].[K+].Br[CH2:34][C:35]([O:37][CH2:38][CH3:39])=[O:36]. The catalyst is CN(C)C=O. The product is [F:21][C:18]([F:19])([F:20])[C:17]1[C:11]2[S:10][C:9](=[N:8][C:6](=[O:7])[C:5]3[CH:22]=[CH:23][CH:24]=[C:3]([C:2]([F:1])([F:25])[F:26])[CH:4]=3)[N:13]([CH2:34][C:35]([O:37][CH2:38][CH3:39])=[O:36])[C:12]=2[CH:14]=[CH:15][CH:16]=1. The yield is 0.750.